From a dataset of Forward reaction prediction with 1.9M reactions from USPTO patents (1976-2016). Predict the product of the given reaction. (1) Given the reactants [Cl:1][C:2]1[CH:3]=[C:4]([O:9][CH:10]2[CH2:16][CH2:15][N:14]([CH3:17])[CH2:13][C:12]3[CH:18]=[CH:19][O:20][C:11]2=3)[CH:5]=[CH:6][C:7]=1[Cl:8].[C:21]([OH:33])(=[O:32])[CH2:22][C:23]([CH2:28][C:29]([OH:31])=[O:30])([C:25]([OH:27])=[O:26])[OH:24], predict the reaction product. The product is: [C:21]([OH:33])(=[O:32])[CH2:22][C:23]([CH2:28][C:29]([OH:31])=[O:30])([C:25]([OH:27])=[O:26])[OH:24].[Cl:1][C:2]1[CH:3]=[C:4]([O:9][CH:10]2[CH2:16][CH2:15][N:14]([CH3:17])[CH2:13][C:12]3[CH:18]=[CH:19][O:20][C:11]2=3)[CH:5]=[CH:6][C:7]=1[Cl:8]. (2) Given the reactants C1(C(NC(C)C)C(C2C=CC=CC=2F)CCN2CCN(C3C=CC=CC=3OC)CC2)CCCCC1.[F:36][C:37]([F:53])([F:52])[CH2:38][O:39][C:40]1[CH:45]=[CH:44][CH:43]=[CH:42][C:41]=1[N:46]1[CH2:51][CH2:50][NH:49][CH2:48][CH2:47]1.[F:54][C:55]1[CH:60]=[CH:59][CH:58]=[CH:57][C:56]=1[CH:61]([C:65](=[O:67])[CH3:66])[CH2:62][CH:63]=O, predict the reaction product. The product is: [F:54][C:55]1[CH:60]=[CH:59][CH:58]=[CH:57][C:56]=1[CH:61]([CH2:62][CH2:63][N:49]1[CH2:50][CH2:51][N:46]([C:41]2[CH:42]=[CH:43][CH:44]=[CH:45][C:40]=2[O:39][CH2:38][C:37]([F:36])([F:52])[F:53])[CH2:47][CH2:48]1)[C:65](=[O:67])[CH3:66].